From a dataset of Full USPTO retrosynthesis dataset with 1.9M reactions from patents (1976-2016). Predict the reactants needed to synthesize the given product. Given the product [CH2:13]([O:1][C:2]1[CH:7]=[C:6]([O:8][CH3:9])[CH:5]=[CH:4][C:3]=1[N+:10]([O-:12])=[O:11])[C:14]1[CH:19]=[CH:18][CH:17]=[CH:16][CH:15]=1, predict the reactants needed to synthesize it. The reactants are: [OH:1][C:2]1[CH:7]=[C:6]([O:8][CH3:9])[CH:5]=[CH:4][C:3]=1[N+:10]([O-:12])=[O:11].[CH2:13](Br)[C:14]1[CH:19]=[CH:18][CH:17]=[CH:16][CH:15]=1.C(=O)([O-])[O-].[K+].[K+].O.